From a dataset of Forward reaction prediction with 1.9M reactions from USPTO patents (1976-2016). Predict the product of the given reaction. (1) Given the reactants [F:1][C:2]1[C:7]([C:8]#[N:9])=[C:6]([NH:10][C:11]2[CH:16]=[CH:15][CH:14]=[CH:13][CH:12]=2)[C:5]([N+:17]([O-])=O)=[CH:4][CH:3]=1.[NH4+].[Cl-], predict the reaction product. The product is: [NH2:17][C:5]1[C:6]([NH:10][C:11]2[CH:12]=[CH:13][CH:14]=[CH:15][CH:16]=2)=[C:7]([C:2]([F:1])=[CH:3][CH:4]=1)[C:8]#[N:9]. (2) Given the reactants O[CH2:2][CH2:3][N:4]([CH3:34])[C:5]([C:7]1[C:12]([O:13][CH2:14][C:15]2[CH:20]=[CH:19][CH:18]=[CH:17][CH:16]=2)=[C:11]([OH:21])[N:10]=[C:9]([CH2:22][C:23]2([C:28]3[CH:33]=[CH:32][CH:31]=[CH:30][CH:29]=3)[CH2:27][CH2:26][CH2:25][CH2:24]2)[N:8]=1)=[O:6].C(OC1C(=O)N=C(CC2C=CC=CC=2C2C=CC=CC=2)N2CCN(C)C(=O)C=12)C1C=CC=CC=1, predict the reaction product. The product is: [CH2:14]([O:13][C:12]1[C:11](=[O:21])[N:10]=[C:9]([CH2:22][C:23]2([C:28]3[CH:29]=[CH:30][CH:31]=[CH:32][CH:33]=3)[CH2:24][CH2:25][CH2:26][CH2:27]2)[N:8]2[CH2:2][CH2:3][N:4]([CH3:34])[C:5](=[O:6])[C:7]=12)[C:15]1[CH:16]=[CH:17][CH:18]=[CH:19][CH:20]=1. (3) Given the reactants [F:1][C:2]1[CH:3]=[C:4]([CH:14]([NH:16][C:17]([C:19]2[N:20]=[C:21](Cl)[O:22][CH:23]=2)=[O:18])[CH3:15])[CH:5]=[C:6]([F:13])[C:7]=1[NH:8][S:9]([CH3:12])(=[O:11])=[O:10].[N+:25]([C:28]1[CH:29]=[C:30]([OH:34])[CH:31]=[CH:32][CH:33]=1)([O-:27])=[O:26], predict the reaction product. The product is: [F:1][C:2]1[CH:3]=[C:4]([CH:14]([NH:16][C:17]([C:19]2[N:20]=[C:21]([O:34][C:30]3[CH:31]=[CH:32][CH:33]=[C:28]([N+:25]([O-:27])=[O:26])[CH:29]=3)[O:22][CH:23]=2)=[O:18])[CH3:15])[CH:5]=[C:6]([F:13])[C:7]=1[NH:8][S:9]([CH3:12])(=[O:11])=[O:10]. (4) Given the reactants [CH3:1][C:2]1[C:7](/[CH:8]=[C:9](\[CH2:13][CH2:14][CH3:15])/[C:10]([OH:12])=[O:11])=[C:6]([O:16]C)[C:5]([O:18][CH3:19])=[C:4]([O:20][CH3:21])[C:3]=1[O:22]C, predict the reaction product. The product is: [CH3:21][O:20][C:4]1[C:3](=[O:22])[C:2]([CH3:1])=[C:7](/[CH:8]=[C:9](\[CH2:13][CH2:14][CH3:15])/[C:10]([OH:12])=[O:11])[C:6](=[O:16])[C:5]=1[O:18][CH3:19]. (5) Given the reactants FC(F)(F)S(O[C:7]1[CH2:8][C@H:9]2[C:15](=[O:16])[N:14]([CH2:17][O:18][CH2:19][CH2:20][Si:21]([CH3:24])([CH3:23])[CH3:22])[C:13]3[CH:25]=[C:26]([O:31][CH2:32][CH2:33][CH2:34][O:35][C:36]4[C:37]([O:67][CH3:68])=[CH:38][C:39]5[C:45](=[O:46])[N:44]6[CH:47]=[C:48]([C:50]7[CH:55]=[CH:54][C:53]([NH2:56])=[CH:52][CH:51]=7)[CH2:49][C@H:43]6[C:42](=[O:57])[N:41]([CH2:58][O:59][CH2:60][CH2:61][Si:62]([CH3:65])([CH3:64])[CH3:63])[C:40]=5[CH:66]=4)[C:27]([O:29][CH3:30])=[CH:28][C:12]=3[C:11](=[O:69])[N:10]2[CH:70]=1)(=O)=O.[OH2:73], predict the reaction product. The product is: [NH2:56][C:53]1[CH:54]=[CH:55][C:50]([C:48]2[CH2:49][C@@H:43]3[N:44]([CH:47]=2)[C:45](=[O:46])[C:39]2[CH:38]=[C:37]([O:67][CH3:68])[C:36]([O:35][CH2:34][CH2:33][CH2:32][O:31][C:26]4[C:27]([O:29][CH3:30])=[CH:28][C:12]5[C:11](=[O:69])[N:10]6[CH:70]=[C:7]([C:25]7[CH:13]=[CH:12][C:28]8[O:73][CH2:30][O:29][C:27]=8[CH:26]=7)[CH2:8][C@H:9]6[C:15](=[O:16])[N:14]([CH2:17][O:18][CH2:19][CH2:20][Si:21]([CH3:22])([CH3:23])[CH3:24])[C:13]=5[CH:25]=4)=[CH:66][C:40]=2[N:41]([CH2:58][O:59][CH2:60][CH2:61][Si:62]([CH3:64])([CH3:65])[CH3:63])[C:42]3=[O:57])=[CH:51][CH:52]=1.